From a dataset of Full USPTO retrosynthesis dataset with 1.9M reactions from patents (1976-2016). Predict the reactants needed to synthesize the given product. (1) Given the product [OH:1][C@:2]1([CH2:9][NH:10][C:11]([C:13]2[C:14]3[CH:15]=[CH:16][C:17]([N:40]4[CH2:41][CH2:42][C@H:38]([C:35]([OH:34])([CH3:37])[CH3:36])[CH2:39]4)=[N:18][C:19]=3[CH:20]=[CH:21][C:22]=2[Cl:23])=[O:12])[CH2:7][CH2:6][CH2:5][C@@H:4]([CH3:8])[CH2:3]1, predict the reactants needed to synthesize it. The reactants are: [OH:1][C@:2]1([CH2:9][NH:10][C:11]([C:13]2[C:14]3[CH:15]=[CH:16][C:17](Cl)=[N:18][C:19]=3[CH:20]=[CH:21][C:22]=2[Cl:23])=[O:12])[CH2:7][CH2:6][CH2:5][C@@H:4]([CH3:8])[CH2:3]1.CCN(C(C)C)C(C)C.[OH:34][C:35]([C@H:38]1[CH2:42][CH2:41][NH:40][CH2:39]1)([CH3:37])[CH3:36]. (2) Given the product [OH:34][CH2:33][CH2:32][O:31][C:28]1[CH:29]=[CH:30][C:25]([C:9]([CH2:7][CH3:8])=[C:10]([C:11]2[CH:12]=[CH:13][C:14]([OH:17])=[CH:15][CH:16]=2)[C:18]2[CH:23]=[CH:22][C:21]([OH:24])=[CH:20][CH:19]=2)=[CH:26][C:27]=1[O:38][CH3:39], predict the reactants needed to synthesize it. The reactants are: [H-].[H-].[H-].[H-].[Li+].[Al+3].[CH2:7]([C:9]([C:25]1[CH:30]=[CH:29][C:28]([O:31][CH2:32][C:33](OCC)=[O:34])=[C:27]([O:38][CH3:39])[CH:26]=1)=[C:10]([C:18]1[CH:23]=[CH:22][C:21]([OH:24])=[CH:20][CH:19]=1)[C:11]1[CH:16]=[CH:15][C:14]([OH:17])=[CH:13][CH:12]=1)[CH3:8]. (3) Given the product [NH2:11][C:7]1[C:6]2[N:5]([C:4]([CH:12]3[CH2:17][CH2:16][N:15]4[C:18]([C:21]([F:24])([F:23])[F:22])=[N:19][N:20]=[C:14]4[CH2:13]3)=[N:3][C:2]=2[C:33]2[CH:34]=[CH:35][C:36]([C:37]([NH:39][C:40]3[CH:45]=[C:44]([C:46]([F:47])([F:48])[F:49])[CH:43]=[CH:42][N:41]=3)=[O:38])=[CH:50][CH:51]=2)[CH:10]=[CH:9][N:8]=1, predict the reactants needed to synthesize it. The reactants are: Br[C:2]1[N:3]=[C:4]([CH:12]2[CH2:17][CH2:16][N:15]3[C:18]([C:21]([F:24])([F:23])[F:22])=[N:19][N:20]=[C:14]3[CH2:13]2)[N:5]2[CH:10]=[CH:9][N:8]=[C:7]([NH2:11])[C:6]=12.CC1(C)C(C)(C)OB([C:33]2[CH:51]=[CH:50][C:36]([C:37]([NH:39][C:40]3[CH:45]=[C:44]([C:46]([F:49])([F:48])[F:47])[CH:43]=[CH:42][N:41]=3)=[O:38])=[CH:35][CH:34]=2)O1.C([O-])([O-])=O.[K+].[K+]. (4) The reactants are: [H-].[Na+].[C:3](=[O:8])([O:6][CH3:7])OC.[CH3:9][C:10]1[CH:14]=[CH:13][S:12][C:11]=1[CH2:15][C:16]([O:18][CH3:19])=[O:17].Cl. Given the product [CH3:9][C:10]1[CH:14]=[CH:13][S:12][C:11]=1[CH:15]([C:3]([O:6][CH3:7])=[O:8])[C:16]([O:18][CH3:19])=[O:17], predict the reactants needed to synthesize it. (5) Given the product [OH:1][CH2:2][CH2:3][CH2:4][CH2:5][CH2:6][CH2:7][CH2:8][CH2:9][CH2:10][CH2:11][O:12][C:13]1[CH:18]=[CH:17][N:16]=[C:15]([CH2:19][Cl:24])[C:14]=1[CH3:21], predict the reactants needed to synthesize it. The reactants are: [OH:1][CH2:2][CH2:3][CH2:4][CH2:5][CH2:6][CH2:7][CH2:8][CH2:9][CH2:10][CH2:11][O:12][C:13]1[CH:18]=[CH:17][N:16]=[C:15]([CH2:19]O)[C:14]=1[CH3:21].S(Cl)([Cl:24])=O.C(=O)([O-])[O-].[Na+].[Na+]. (6) Given the product [CH2:25]([O:24][C:22]([C:21]1[N:12]=[C:8]2[CH:7]=[C:6]([C:13]3[CH:18]=[CH:17][CH:16]=[CH:15][CH:14]=3)[C:5]3[C:10](=[CH:11][C:2]([I:1])=[CH:3][CH:4]=3)[N:9]2[CH:20]=1)=[O:23])[CH3:26], predict the reactants needed to synthesize it. The reactants are: [I:1][C:2]1[CH:11]=[C:10]2[C:5]([C:6]([C:13]3[CH:18]=[CH:17][CH:16]=[CH:15][CH:14]=3)=[CH:7][C:8]([NH2:12])=[N:9]2)=[CH:4][CH:3]=1.Br[CH2:20][C:21](=O)[C:22]([O:24][CH2:25][CH3:26])=[O:23].C(=O)(O)[O-].[Na+].